Regression/Classification. Given a drug SMILES string, predict its absorption, distribution, metabolism, or excretion properties. Task type varies by dataset: regression for continuous measurements (e.g., permeability, clearance, half-life) or binary classification for categorical outcomes (e.g., BBB penetration, CYP inhibition). For this dataset (half_life_obach), we predict log10(half-life) (log10 of half-life in hours). From a dataset of Drug half-life prediction data from Obach et al.. The compound is CN1CCN(CCCN2c3ccccc3Sc3ccc(Cl)cc32)CC1. The log10(half-life) is 0.950.